Dataset: Drug-target binding data from BindingDB using Ki measurements. Task: Regression. Given a target protein amino acid sequence and a drug SMILES string, predict the binding affinity score between them. We predict pKi (pKi = -log10(Ki in M); higher means stronger inhibition). Dataset: bindingdb_ki. The drug is Cc1cc(C)[n+](NC(=O)c2[nH]c3ccc(S(N)(=O)=O)cc3c2-c2ccc(Cl)cc2)c(C)c1. The target protein (P9WPJ7) has sequence MTVTDDYLANNVDYASGFKGPLPMPPSKHIAIVACMDARLDVYRMLGIKEGEAHVIRNAGCVVTDDVIRSLAISQRLLGTREIILLHHTDCGMLTFTDDDFKRAIQDETGIRPTWSPESYPDAVEDVRQSLRRIEVNPFVTKHTSLRGFVFDVATGKLNEVTP. The pKi is 8.5.